This data is from Reaction yield outcomes from USPTO patents with 853,638 reactions. The task is: Predict the reaction yield, written as a fraction of the theoretical maximum amount of product (1.0 means a 100% yield; for example, 0.34 means a 34% yield). The reactants are [OH:1][C:2]1[CH:7]=[CH:6][CH:5]=[CH:4][C:3]=1[C:8]1[N:17]=[C:16]([N:18]2[CH2:23][CH2:22][CH2:21][C@@H:20]([CH2:24][NH:25][C:26](=[O:33])[O:27][C@@H:28]3[CH2:32][CH2:31][O:30][CH2:29]3)[CH2:19]2)[C:15]2[C:10](=[CH:11][C:12]([CH3:34])=[CH:13][CH:14]=2)[N:9]=1.[ClH:35]. The catalyst is C(Cl)Cl.CCOCC. The product is [ClH:35].[OH:1][C:2]1[CH:7]=[CH:6][CH:5]=[CH:4][C:3]=1[C:8]1[N:17]=[C:16]([N:18]2[CH2:23][CH2:22][CH2:21][C@@H:20]([CH2:24][NH:25][C:26](=[O:33])[O:27][C@@H:28]3[CH2:32][CH2:31][O:30][CH2:29]3)[CH2:19]2)[C:15]2[C:10](=[CH:11][C:12]([CH3:34])=[CH:13][CH:14]=2)[N:9]=1. The yield is 0.700.